This data is from Reaction yield outcomes from USPTO patents with 853,638 reactions. The task is: Predict the reaction yield, written as a fraction of the theoretical maximum amount of product (1.0 means a 100% yield; for example, 0.34 means a 34% yield). The reactants are C([Li])CCC.[O:6]1[C:11]2[CH:12]=[CH:13][C:14]([C:16]3[N:17]=[C:18]([C:21]4[CH:26]=[CH:25][CH:24]=[CH:23][CH:22]=4)[S:19][CH:20]=3)=[CH:15][C:10]=2[CH2:9][CH2:8][CH2:7]1.[C:27]([O:31][CH2:32][CH3:33])(=[O:30])[CH:28]=[O:29].C1(C)C=CC=CC=1. The catalyst is O1CCCC1.O. The product is [O:6]1[C:11]2[CH:12]=[CH:13][C:14]([C:16]3[N:17]=[C:18]([C:21]4[CH:26]=[CH:25][CH:24]=[CH:23][CH:22]=4)[S:19][C:20]=3[CH:28]([OH:29])[C:27]([O:31][CH2:32][CH3:33])=[O:30])=[CH:15][C:10]=2[CH2:9][CH2:8][CH2:7]1. The yield is 0.290.